From a dataset of Full USPTO retrosynthesis dataset with 1.9M reactions from patents (1976-2016). Predict the reactants needed to synthesize the given product. (1) The reactants are: Cl.ClC1C=CC(NN)=CC=1.BrCCC1CCC(C)(C)C1.[Cl:21][C:22]1[CH:27]=[CH:26][C:25]([N:28]([CH2:30][CH2:31][CH:32]2[CH2:36][CH2:35][C:34]([CH3:38])([CH3:37])[CH2:33]2)N)=[CH:24][CH:23]=1.C(OC(OCC)CCCNC)C.ClC1C=C2[C:58](=CC=1)[N:57]([CH2:61][CH2:62][CH:63]1[CH2:67][CH2:66]C(C)(C)C1)C=C2CCNC.C=O.C(O)(C(F)(F)F)=O. Given the product [Cl:21][C:22]1[CH:27]=[C:26]2[C:25](=[CH:24][CH:23]=1)[N:28]([CH2:30][CH2:31][CH:32]1[CH2:36][CH2:35][C:34]([CH3:38])([CH3:37])[CH2:33]1)[C:67]1[CH2:66][N:57]([CH3:58])[CH2:61][CH2:62][C:63]2=1, predict the reactants needed to synthesize it. (2) Given the product [Cl:1][C:2]1[CH:31]=[CH:30][CH:29]=[C:28]([CH3:32])[C:3]=1[CH2:4][N:5]1[C:13]2[C:8](=[C:9]([F:14])[CH:10]=[CH:11][CH:12]=2)[C:7]([C:15]2[C:24]([F:25])=[CH:23][C:18]([C:19]([OH:21])=[O:20])=[C:17]([OH:26])[CH:16]=2)=[N:6]1, predict the reactants needed to synthesize it. The reactants are: [Cl:1][C:2]1[CH:31]=[CH:30][CH:29]=[C:28]([CH3:32])[C:3]=1[CH2:4][N:5]1[C:13]2[C:8](=[C:9]([F:14])[CH:10]=[CH:11][CH:12]=2)[C:7]([C:15]2[C:24]([F:25])=[CH:23][C:18]([C:19]([O:21]C)=[O:20])=[C:17]([O:26]C)[CH:16]=2)=[N:6]1.B(Br)(Br)Br. (3) The reactants are: [NH2:1][C:2]1[CH:7]=[CH:6][CH:5]=[CH:4][C:3]=1[CH2:8][OH:9].Cl.[N:11]([O-])=O.[Na+].[CH3:15][C:16]1[CH:17]=[C:18]([OH:23])[CH:19]=[C:20]([CH3:22])[CH:21]=1.C([O-])([O-])=O.[Na+].[Na+]. Given the product [OH:9][CH2:8][C:3]1[CH:4]=[CH:5][CH:6]=[CH:7][C:2]=1/[N:1]=[N:11]/[C:21]1[C:20]([CH3:22])=[CH:19][C:18]([OH:23])=[CH:17][C:16]=1[CH3:15], predict the reactants needed to synthesize it. (4) The reactants are: [C:1]([C:3]1[CH:12]=[C:11]2[C:6]([CH:7]=[CH:8][C:9](=[O:30])[N:10]2[CH2:13][CH2:14][N:15]2[CH2:20][CH2:19][CH:18]([NH:21]C(=O)OC(C)(C)C)[CH:17]([F:29])[CH2:16]2)=[CH:5][CH:4]=1)#[N:2].FC(F)(F)C(O)=O. Given the product [NH2:21][CH:18]1[CH2:19][CH2:20][N:15]([CH2:14][CH2:13][N:10]2[C:11]3[C:6](=[CH:5][CH:4]=[C:3]([C:1]#[N:2])[CH:12]=3)[CH:7]=[CH:8][C:9]2=[O:30])[CH2:16][CH:17]1[F:29], predict the reactants needed to synthesize it.